This data is from Forward reaction prediction with 1.9M reactions from USPTO patents (1976-2016). The task is: Predict the product of the given reaction. (1) Given the reactants [C:1]1([CH:7]2[CH2:11][O:10][BH:9][O:8]2)[CH:6]=[CH:5][CH:4]=[CH:3][CH:2]=1.C1(C(O)CO)C=CC=CC=1.CSC.B.I[C:27]1[CH:32]=[CH:31][C:30]2[O:33][CH2:34][O:35][C:29]=2[CH:28]=1, predict the reaction product. The product is: [C:1]1([CH:7]2[CH2:11][O:10][B:9]([C:27]3[CH:32]=[CH:31][C:30]4[O:33][CH2:34][O:35][C:29]=4[CH:28]=3)[O:8]2)[CH:2]=[CH:3][CH:4]=[CH:5][CH:6]=1. (2) The product is: [N:2]1[CH:30]=[C:29]([C:27]([OH:26])=[O:28])[CH:32]=[N:12][C:1]=1[C:3]1[N:8]=[CH:7][CH:6]=[CH:5][N:4]=1. Given the reactants [C:1]([C:3]1[N:8]=[CH:7][CH:6]=[CH:5][N:4]=1)#[N:2].C([NH:12][C@H](C(O)=O)CS)(=O)C.C([O-])(=O)C.[NH4+].C([O:26][C:27]([C:29]([C:32](=O)C)=[CH:30][O-])=[O:28])C.[Na+].[OH-].[Na+], predict the reaction product. (3) The product is: [S:26]=[C:23]1[S:24][S:25][C:21]([C:18]2[CH:17]=[CH:16][C:15]([O:8][C:7](=[O:9])[C:6]3[CH:10]=[CH:11][CH:12]=[CH:13][C:5]=3[O:4][C:1](=[O:3])[CH3:2])=[CH:20][CH:19]=2)=[CH:22]1. Given the reactants [C:1]([O:4][C:5]1[C:6](=[CH:10][CH:11]=[CH:12][CH:13]=1)[C:7]([OH:9])=[O:8])(=[O:3])[CH3:2].O[C:15]1[CH:20]=[CH:19][C:18]([C:21]2[S:25][S:24][C:23](=[S:26])[CH:22]=2)=[CH:17][CH:16]=1.C(O)(=O)C1C(=CC=CC=1)O, predict the reaction product. (4) Given the reactants [N:1]1([C:6]2[CH:7]=[C:8]3[C:13](=[CH:14][C:15]=2[C:16]([F:19])([F:18])[F:17])[NH:12][C:11](=[O:20])[N:10]([NH:21][S:22]([CH3:25])(=[O:24])=[O:23])[C:9]3=[O:26])[CH:5]=[CH:4][N:3]=[CH:2]1.[C:27](Cl)(=[O:30])[CH2:28][CH3:29], predict the reaction product. The product is: [N:1]1([C:6]2[CH:7]=[C:8]3[C:13](=[CH:14][C:15]=2[C:16]([F:18])([F:19])[F:17])[NH:12][C:11](=[O:20])[N:10]([N:21]([C:27](=[O:30])[CH2:28][CH3:29])[S:22]([CH3:25])(=[O:23])=[O:24])[C:9]3=[O:26])[CH:5]=[CH:4][N:3]=[CH:2]1.